This data is from Full USPTO retrosynthesis dataset with 1.9M reactions from patents (1976-2016). The task is: Predict the reactants needed to synthesize the given product. (1) Given the product [CH2:29]([O:28][C:26](=[O:27])[CH2:25][N:14]1[CH2:15][CH2:16][CH:11]([C:9](=[O:10])[C:6]2[CH:5]=[CH:4][C:3]([O:2][CH3:1])=[CH:8][CH:7]=2)[CH2:12][CH2:13]1)[CH3:30], predict the reactants needed to synthesize it. The reactants are: [CH3:1][O:2][C:3]1[CH:8]=[CH:7][C:6]([C:9]([CH:11]2[CH2:16][CH2:15][NH:14][CH2:13][CH2:12]2)=[O:10])=[CH:5][CH:4]=1.C(N(CC)CC)C.Br[CH2:25][C:26]([O:28][CH2:29][CH3:30])=[O:27]. (2) Given the product [ClH:27].[CH2:25]1[O:26][C:18]2[CH:17]=[CH:16][C:21]([C@@H:22]3[C:5]4[NH:6][C:7]5[C:12]([C:4]=4[CH2:3][C@H:2]([C:13]([O:15][CH3:28])=[O:14])[NH:1]3)=[CH:11][CH:10]=[CH:9][CH:8]=5)=[CH:20][C:19]=2[O:24]1, predict the reactants needed to synthesize it. The reactants are: [NH2:1][C@@H:2]([C:13]([OH:15])=[O:14])[CH2:3][C:4]1[C:12]2[C:7](=[CH:8][CH:9]=[CH:10][CH:11]=2)[NH:6][CH:5]=1.[CH:16]1[C:21]([CH:22]=O)=[CH:20][C:19]2[O:24][CH2:25][O:26][C:18]=2[CH:17]=1.[ClH:27].[CH3:28]O.